Dataset: Full USPTO retrosynthesis dataset with 1.9M reactions from patents (1976-2016). Task: Predict the reactants needed to synthesize the given product. (1) Given the product [CH2:21]([N:12]1[C:13]2[C:18](=[CH:17][CH:16]=[CH:15][N:14]=2)[C:19]([Cl:31])=[C:10]([C:8]#[N:7])[C:11]1=[O:28])[C:22]1[CH:27]=[CH:26][CH:25]=[CH:24][CH:23]=1, predict the reactants needed to synthesize it. The reactants are: C1([NH:7][C:8]([C:10]2[C:11](=[O:28])[N:12]([CH2:21][C:22]3[CH:27]=[CH:26][CH:25]=[CH:24][CH:23]=3)[C:13]3[C:18]([C:19]=2O)=[CH:17][CH:16]=[CH:15][N:14]=3)=O)CCCCC1.O=P(Cl)(Cl)[Cl:31]. (2) Given the product [ClH:1].[Cl:1][C:2]1[CH:3]=[CH:4][C:5]([O:17][CH2:18][C:19]2[CH:24]=[CH:23][C:22]([F:25])=[CH:21][C:20]=2[F:26])=[C:6]([CH2:8][N:9]2[C:13]([CH3:14])=[CH:12][C:11]([C:15](=[NH:16])[O:29][CH2:27][CH3:28])=[N:10]2)[CH:7]=1, predict the reactants needed to synthesize it. The reactants are: [Cl:1][C:2]1[CH:3]=[CH:4][C:5]([O:17][CH2:18][C:19]2[CH:24]=[CH:23][C:22]([F:25])=[CH:21][C:20]=2[F:26])=[C:6]([CH2:8][N:9]2[C:13]([CH3:14])=[CH:12][C:11]([C:15]#[N:16])=[N:10]2)[CH:7]=1.[CH2:27]([OH:29])[CH3:28]. (3) Given the product [ClH:39].[CH3:1][O:2][C:3]1[CH:4]=[C:5]2[C:10](=[CH:11][CH:12]=1)[C:9]([O:13][C:14]1[CH:15]=[CH:16][C:17]([O:20][CH2:21][CH2:22][N:23]3[CH2:28][CH2:27][CH2:26][CH2:25][CH2:24]3)=[CH:18][CH:19]=1)=[C:8]([C:29]1[CH:30]=[C:31]3[C:35](=[CH:36][CH:37]=1)[C:34](=[O:38])[O:33][CH2:32]3)[CH:7]=[CH:6]2, predict the reactants needed to synthesize it. The reactants are: [CH3:1][O:2][C:3]1[CH:4]=[C:5]2[C:10](=[CH:11][CH:12]=1)[C:9]([O:13][C:14]1[CH:19]=[CH:18][C:17]([O:20][CH2:21][CH2:22][N:23]3[CH2:28][CH2:27][CH2:26][CH2:25][CH2:24]3)=[CH:16][CH:15]=1)=[C:8]([C:29]1[CH:30]=[C:31]3[C:35](=[CH:36][CH:37]=1)[C:34](=[O:38])[O:33][CH2:32]3)[CH:7]=[CH:6]2.[ClH:39].C(OCC)C. (4) Given the product [Br:1][C:2]1[CH:7]=[C:6]([Cl:8])[C:5]([O:9][CH2:11][C:12]2[CH:17]=[CH:16][CH:15]=[CH:14][CH:13]=2)=[C:4]([CH3:10])[CH:3]=1, predict the reactants needed to synthesize it. The reactants are: [Br:1][C:2]1[CH:7]=[C:6]([Cl:8])[C:5]([OH:9])=[C:4]([CH3:10])[CH:3]=1.[CH2:11](Br)[C:12]1[CH:17]=[CH:16][CH:15]=[CH:14][CH:13]=1.C(=O)([O-])[O-].[K+].[K+]. (5) Given the product [CH2:10]([O:9][C:3]([CH:4]([C:5](=[O:6])[CH3:7])[CH2:13][C:14]1[CH:23]=[CH:22][C:17]([C:18]([O:20][CH3:21])=[O:19])=[CH:16][C:15]=1[O:24][CH3:25])=[O:8])[CH3:11], predict the reactants needed to synthesize it. The reactants are: [H-].[Na+].[C:3]([O:9][CH2:10][CH3:11])(=[O:8])[CH2:4][C:5]([CH3:7])=[O:6].Br[CH2:13][C:14]1[CH:23]=[CH:22][C:17]([C:18]([O:20][CH3:21])=[O:19])=[CH:16][C:15]=1[O:24][CH3:25]. (6) Given the product [C:1]([O:4][CH2:5][C:6]1[C:11]([C:38]2[CH:39]=[C:40]([NH:46][C:47]3[CH:59]=[C:50]4[CH2:51][N:52]([CH:55]5[CH2:58][O:57][CH2:56]5)[CH2:53][CH2:54][N:49]4[N:48]=3)[C:41](=[O:45])[N:42]([CH3:44])[CH:43]=2)=[CH:10][C:9]([F:21])=[CH:8][C:7]=1[N:22]1[CH2:33][CH2:32][C:31]2[C:30]3[CH2:29][C:28]([CH3:34])([CH3:35])[CH2:27][C:26]=3[S:25][C:24]=2[C:23]1=[O:36])(=[O:3])[CH3:2], predict the reactants needed to synthesize it. The reactants are: [C:1]([O:4][CH2:5][C:6]1[C:11](B2OC(C)(C)C(C)(C)O2)=[CH:10][C:9]([F:21])=[CH:8][C:7]=1[N:22]1[CH2:33][CH2:32][C:31]2[C:30]3[CH2:29][C:28]([CH3:35])([CH3:34])[CH2:27][C:26]=3[S:25][C:24]=2[C:23]1=[O:36])(=[O:3])[CH3:2].Br[C:38]1[CH:39]=[C:40]([NH:46][C:47]2[CH:59]=[C:50]3[CH2:51][N:52]([CH:55]4[CH2:58][O:57][CH2:56]4)[CH2:53][CH2:54][N:49]3[N:48]=2)[C:41](=[O:45])[N:42]([CH3:44])[CH:43]=1.CC([O-])=O.[Na+]. (7) The reactants are: Cl[C:2]1[CH:27]=[CH:26][C:5]([C:6]([NH:8][C:9]2[CH:14]=[CH:13][C:12]([Cl:15])=[C:11]([NH:16][C:17](=[O:25])[C:18]3[CH:23]=[CH:22][C:21]([F:24])=[CH:20][CH:19]=3)[CH:10]=2)=[O:7])=[CH:4][N:3]=1.C([N:35]1[CH2:40][CH2:39][NH:38][CH2:37][CH2:36]1)(OC(C)(C)C)=O.C(O)(C(F)(F)F)=O. Given the product [Cl:15][C:12]1[CH:13]=[CH:14][C:9]([NH:8][C:6](=[O:7])[C:5]2[CH:26]=[CH:27][C:2]([N:35]3[CH2:40][CH2:39][NH:38][CH2:37][CH2:36]3)=[N:3][CH:4]=2)=[CH:10][C:11]=1[NH:16][C:17](=[O:25])[C:18]1[CH:23]=[CH:22][C:21]([F:24])=[CH:20][CH:19]=1, predict the reactants needed to synthesize it.